From a dataset of Forward reaction prediction with 1.9M reactions from USPTO patents (1976-2016). Predict the product of the given reaction. Given the reactants [NH:1]1[CH2:5][CH2:4][C@@H:3]([NH:6][C:7]([C:9]2[C:13]3[N:14]=[CH:15][N:16]=[C:17]([C:18]4[C:26]5[O:25][CH2:24][O:23][C:22]=5[CH:21]=[CH:20][C:19]=4[O:27][CH2:28][CH3:29])[C:12]=3[NH:11][CH:10]=2)=[O:8])[CH2:2]1.Cl[C:31]([C@@H:33]([O:35]C(=O)C)[CH3:34])=[O:32], predict the reaction product. The product is: [OH:35][C@@H:33]([CH3:34])[C:31]([N:1]1[CH2:5][CH2:4][C@@H:3]([NH:6][C:7]([C:9]2[C:13]3[N:14]=[CH:15][N:16]=[C:17]([C:18]4[C:26]5[O:25][CH2:24][O:23][C:22]=5[CH:21]=[CH:20][C:19]=4[O:27][CH2:28][CH3:29])[C:12]=3[NH:11][CH:10]=2)=[O:8])[CH2:2]1)=[O:32].